Predict the product of the given reaction. From a dataset of Forward reaction prediction with 1.9M reactions from USPTO patents (1976-2016). (1) Given the reactants [C:1]1([C:12]([NH:14][CH:15]([CH2:36][C:37]2[CH:42]=[CH:41][CH:40]=[C:39]([O:43][C:44]([F:49])([F:48])[CH:45]([F:47])[F:46])[CH:38]=2)[CH:16]([C:18]2[CH:35]=[CH:34][C:21]([O:22][CH2:23][C:24]3[CH:33]=[CH:32][C:27]([C:28]([O:30]C)=[O:29])=[CH:26][CH:25]=3)=[CH:20][CH:19]=2)[OH:17])=[O:13])[C:6]2[CH:7]=[CH:8][CH2:9][CH2:10][CH2:11][C:5]=2[CH:4]=[CH:3][CH:2]=1.[OH-].[Na+].Cl, predict the reaction product. The product is: [C:1]1([C:12]([NH:14][CH:15]([CH2:36][C:37]2[CH:42]=[CH:41][CH:40]=[C:39]([O:43][C:44]([F:48])([F:49])[CH:45]([F:46])[F:47])[CH:38]=2)[CH:16]([C:18]2[CH:35]=[CH:34][C:21]([O:22][CH2:23][C:24]3[CH:33]=[CH:32][C:27]([C:28]([OH:30])=[O:29])=[CH:26][CH:25]=3)=[CH:20][CH:19]=2)[OH:17])=[O:13])[C:6]2[CH:7]=[CH:8][CH2:9][CH2:10][CH2:11][C:5]=2[CH:4]=[CH:3][CH:2]=1. (2) Given the reactants [CH2:1]([N:5]1[CH2:10][CH2:9][N:8]([C:11]2[N:16]=[CH:15][C:14]([NH2:17])=[CH:13][CH:12]=2)[CH2:7][CH2:6]1)[CH:2](C)C.C(N(CC)CC)C.[N:25]([CH2:28][CH2:29][CH3:30])=[C:26]=[O:27], predict the reaction product. The product is: [CH2:1]([N:5]1[CH2:10][CH2:9][N:8]([C:11]2[N:16]=[CH:15][C:14]([NH:17][C:26]([NH:25][CH2:28][CH2:29][CH3:30])=[O:27])=[CH:13][CH:12]=2)[CH2:7][CH2:6]1)[CH3:2]. (3) Given the reactants [CH3:1][C:2]1[O:6][N:5]=[C:4]([C:7]2[CH:12]=[CH:11][CH:10]=[CH:9][CH:8]=2)[C:3]=1[CH2:13][O:14][C:15]1[CH:23]=[CH:22][C:18]([C:19]([OH:21])=O)=[CH:17][N:16]=1.[CH:24]1([NH2:28])[CH2:27][CH2:26][CH2:25]1, predict the reaction product. The product is: [CH:24]1([NH:28][C:19](=[O:21])[C:18]2[CH:22]=[CH:23][C:15]([O:14][CH2:13][C:3]3[C:4]([C:7]4[CH:8]=[CH:9][CH:10]=[CH:11][CH:12]=4)=[N:5][O:6][C:2]=3[CH3:1])=[N:16][CH:17]=2)[CH2:27][CH2:26][CH2:25]1. (4) Given the reactants [CH3:1][C:2]1[O:3][C:4]([CH3:13])=[CH:5][C:6](=[C:8]([C:11]#[N:12])[C:9]#[N:10])[CH:7]=1.[CH:14]([C:16]1[CH:21]=[CH:20][C:19]([NH:22]C(=O)OC(C)(C)C)=[C:18]([O:30][CH3:31])[CH:17]=1)=O.N1CCCCC1, predict the reaction product. The product is: [NH2:22][C:19]1[CH:20]=[CH:21][C:16](/[CH:14]=[CH:13]/[C:4]2[O:3][C:2]([CH3:1])=[CH:7][C:6](=[C:8]([C:11]#[N:12])[C:9]#[N:10])[CH:5]=2)=[CH:17][C:18]=1[O:30][CH3:31].